From a dataset of Full USPTO retrosynthesis dataset with 1.9M reactions from patents (1976-2016). Predict the reactants needed to synthesize the given product. (1) Given the product [Cl:17][C:18]1[CH:19]=[C:20]([CH2:25][C:26]([N:2]([C@@H:3]([C:11]2[CH:16]=[CH:15][CH:14]=[CH:13][CH:12]=2)[CH2:4][N:5]2[CH2:9][CH2:8][C@@H:7]([OH:10])[CH2:6]2)[CH3:1])=[O:28])[CH:21]=[CH:22][C:23]=1[Cl:24], predict the reactants needed to synthesize it. The reactants are: [CH3:1][NH:2][C@@H:3]([C:11]1[CH:16]=[CH:15][CH:14]=[CH:13][CH:12]=1)[CH2:4][N:5]1[CH2:9][CH2:8][C@@H:7]([OH:10])[CH2:6]1.[Cl:17][C:18]1[CH:19]=[C:20]([CH2:25][C:26]([OH:28])=O)[CH:21]=[CH:22][C:23]=1[Cl:24].C1C=CC2N(O)N=NC=2C=1.O.C(N(C(C)C)CC)(C)C.CCN=C=NCCCN(C)C.Cl. (2) Given the product [O:64]=[C:62]([CH3:63])[CH2:61][C:58]1[N:5]=[C:6]([NH:9][C:10](=[O:30])[C@@H:11]([N:16]2[CH2:20][C:19]([O:21][C:22]3[CH:27]=[CH:26][CH:25]=[CH:24][C:23]=3[Cl:28])=[CH:18][C:17]2=[O:29])[CH2:12][CH:13]([CH3:15])[CH3:14])[S:60][N:59]=1, predict the reactants needed to synthesize it. The reactants are: OC(C)(C)CN1C=C[C:6]([NH:9][C:10](=[O:30])[C@@H:11]([N:16]2[CH2:20][C:19]([O:21][C:22]3[CH:27]=[CH:26][CH:25]=[CH:24][C:23]=3[Cl:28])=[CH:18][C:17]2=[O:29])[CH2:12][CH:13]([CH3:15])[CH3:14])=[N:5]1.Cl.CN(C)CCCN=C=NCC.ON1C2C=CC=CC=2N=N1.NC1[S:60][N:59]=[C:58]([CH2:61][C:62](=[O:64])[CH3:63])N=1. (3) Given the product [CH3:1][C:2]([O:4][CH2:5][C:6]([C@:8]1([OH:29])[C@@:12]2([CH3:28])[CH2:13][C@H:14]([OH:27])[C@@H:15]3[C@:25]4([CH3:26])[C:19](=[CH:20][C:21]([CH:23]=[CH:24]4)=[O:22])[CH2:18][CH2:17][C@H:16]3[C@@H:11]2[CH2:10][CH2:9]1)=[O:7])=[O:3], predict the reactants needed to synthesize it. The reactants are: [CH3:1][C:2]([O:4][CH2:5][C:6]([C@:8]1([OH:29])[C@@:12]2([CH3:28])[CH2:13][C@H:14]([OH:27])[C@@H:15]3[C@:25]4([CH3:26])[C:19](=[CH:20][C:21]([CH:23]=[CH:24]4)=[O:22])[CH2:18][CH2:17][C@H:16]3[C@@H:11]2[CH2:10][CH2:9]1)=[O:7])=[O:3].O. (4) Given the product [Cl:16][C:13]1[CH:14]=[CH:15][C:10]([NH:9][C:7](=[O:8])[C:6]2[CH:17]=[C:2]([NH:1][S:43]([CH3:42])(=[O:45])=[O:44])[CH:3]=[CH:4][C:5]=2[NH:18][CH2:19][CH:20]2[CH2:21][CH2:22][N:23]([CH:36]([CH3:38])[CH3:37])[CH2:24][CH2:25]2)=[N:11][CH:12]=1, predict the reactants needed to synthesize it. The reactants are: [NH2:1][C:2]1[CH:3]=[CH:4][C:5]([NH:18][CH2:19][CH:20]2[CH2:25][CH2:24][N:23](C(OC(C)(C)C)=O)[CH2:22][CH2:21]2)=[C:6]([CH:17]=1)[C:7]([NH:9][C:10]1[CH:15]=[CH:14][C:13]([Cl:16])=[CH:12][N:11]=1)=[O:8].C(N(C(C)C)[CH:36]([CH3:38])[CH3:37])C.[CH3:42][S:43](Cl)(=[O:45])=[O:44].